Task: Predict the product of the given reaction.. Dataset: Forward reaction prediction with 1.9M reactions from USPTO patents (1976-2016) (1) Given the reactants [CH3:1][O:2][CH2:3][C@@H:4]([NH:11][C:12](=[O:48])[NH:13][C:14]1[N:19]=[CH:18][C:17]2[C:20]([C@@H:42]3[CH2:44][C@H:43]3[C:45](O)=[O:46])=[N:21][N:22](C(C3C=CC=CC=3)(C3C=CC=CC=3)C3C=CC=CC=3)[C:16]=2[CH:15]=1)[C:5]1[CH:10]=[CH:9][CH:8]=[CH:7][CH:6]=1.CCCP1(OP(CCC)(=O)OP(CCC)(=O)O1)=O.[CH3:67][CH2:68][N:69](C(C)C)C(C)C.C(N)C.C(O)(C(F)(F)F)=O.C([SiH](CC)CC)C, predict the reaction product. The product is: [CH2:68]([NH:69][C:45]([C@@H:43]1[CH2:44][C@H:42]1[C:20]1[C:17]2[CH:18]=[N:19][C:14]([NH:13][C:12]([NH:11][C@@H:4]([C:5]3[CH:6]=[CH:7][CH:8]=[CH:9][CH:10]=3)[CH2:3][O:2][CH3:1])=[O:48])=[CH:15][C:16]=2[NH:22][N:21]=1)=[O:46])[CH3:67]. (2) Given the reactants N(C(OCC)=O)=NC(OCC)=O.C1(C)C=CC=CC=1.C1(P(C2C=CC=CC=2)C2C=CC=CC=2)C=CC=CC=1.O[CH:40]([C:51]1[S:52][CH:53]=[C:54]([C:56]([O:58][CH2:59][CH3:60])=[O:57])[N:55]=1)[CH2:41][C:42]([C:44]1[CH:49]=[CH:48][CH:47]=[CH:46][C:45]=1[OH:50])=[O:43], predict the reaction product. The product is: [O:43]=[C:42]1[C:44]2[C:45](=[CH:46][CH:47]=[CH:48][CH:49]=2)[O:50][CH:40]([C:51]2[S:52][CH:53]=[C:54]([C:56]([O:58][CH2:59][CH3:60])=[O:57])[N:55]=2)[CH2:41]1. (3) Given the reactants I[C:2]1[C:3]([CH3:9])=[C:4]([NH2:8])[CH:5]=[CH:6][CH:7]=1.[B:10]1([B:10]2[O:14][C:13]([CH3:16])([CH3:15])[C:12]([CH3:18])([CH3:17])[O:11]2)[O:14][C:13]([CH3:16])([CH3:15])[C:12]([CH3:18])([CH3:17])[O:11]1.C([O-])(=O)C.[K+], predict the reaction product. The product is: [CH3:9][C:3]1[C:2]([B:10]2[O:14][C:13]([CH3:16])([CH3:15])[C:12]([CH3:18])([CH3:17])[O:11]2)=[CH:7][CH:6]=[CH:5][C:4]=1[NH2:8]. (4) Given the reactants [H-].[Na+].[Br:3][C:4]1[CH:5]=[CH:6][C:7]2[NH:8][C:9]3[C:14]([C:15]=2[CH:16]=1)=[CH:13][C:12]([Br:17])=[CH:11][CH:10]=3.[Br:18][CH2:19][CH2:20][CH2:21][CH2:22]Br, predict the reaction product. The product is: [Br:17][C:12]1[CH:11]=[CH:10][C:9]2[N:8]([CH:19]([Br:18])[CH2:20][CH2:21][CH3:22])[C:7]3[C:15]([C:14]=2[CH:13]=1)=[CH:16][C:4]([Br:3])=[CH:5][CH:6]=3.